Task: Regression. Given a peptide amino acid sequence and an MHC pseudo amino acid sequence, predict their binding affinity value. This is MHC class II binding data.. Dataset: Peptide-MHC class II binding affinity with 134,281 pairs from IEDB (1) The peptide sequence is TQTMKGVERLAVMGD. The MHC is DRB1_0401 with pseudo-sequence DRB1_0401. The binding affinity (normalized) is 0.0130. (2) The peptide sequence is VGLRVVCAKYAL. The MHC is DRB1_0404 with pseudo-sequence DRB1_0404. The binding affinity (normalized) is 0.323. (3) The peptide sequence is ALSYYPTPLAKEDFL. The MHC is HLA-DQA10401-DQB10402 with pseudo-sequence HLA-DQA10401-DQB10402. The binding affinity (normalized) is 0.279. (4) The peptide sequence is YVGHDEFDAFVAYHI. The MHC is DRB1_1501 with pseudo-sequence DRB1_1501. The binding affinity (normalized) is 0.830. (5) The peptide sequence is ANKIVYTVKVEPHTG. The MHC is DRB1_0101 with pseudo-sequence DRB1_0101. The binding affinity (normalized) is 0.347.